This data is from Full USPTO retrosynthesis dataset with 1.9M reactions from patents (1976-2016). The task is: Predict the reactants needed to synthesize the given product. (1) The reactants are: Cl[C:2]1[N:7]=[C:6]2[N:8]=[C:9]([C:11]3[N:12]=[C:13]([CH2:16][C:17]4[CH:22]=[C:21]([Cl:23])[CH:20]=[CH:19][C:18]=4[O:24][CH2:25][CH:26]([CH3:28])[CH3:27])[S:14][CH:15]=3)[NH:10][C:5]2=[CH:4][CH:3]=1.[NH:29]1[CH2:34][CH2:33][O:32][CH2:31][CH2:30]1. Given the product [Cl:23][C:21]1[CH:20]=[CH:19][C:18]([O:24][CH2:25][CH:26]([CH3:28])[CH3:27])=[C:17]([CH2:16][C:13]2[S:14][CH:15]=[C:11]([C:9]3[NH:10][C:5]4[C:6]([N:8]=3)=[N:7][C:2]([N:29]3[CH2:34][CH2:33][O:32][CH2:31][CH2:30]3)=[CH:3][CH:4]=4)[N:12]=2)[CH:22]=1, predict the reactants needed to synthesize it. (2) Given the product [Br:11][C:12]1[CH:13]=[CH:14][C:15]([Cl:25])=[C:16]([CH:24]=1)[O:17][CH:18]1[CH2:19][CH2:20][N:21]([C:2]2[C:3](=[O:10])[NH:4][C:5](=[O:9])[N:6]([CH3:8])[N:7]=2)[CH2:22][CH2:23]1.[Cl:25][C:15]1[CH:14]=[CH:13][CH:12]=[CH:24][C:16]=1[O:17][CH:18]1[CH2:23][CH2:22][NH:21][CH2:20][CH2:19]1, predict the reactants needed to synthesize it. The reactants are: Br[C:2]1[C:3](=[O:10])[NH:4][C:5](=[O:9])[N:6]([CH3:8])[N:7]=1.[Br:11][C:12]1[CH:13]=[CH:14][C:15]([Cl:25])=[C:16]([CH:24]=1)[O:17][CH:18]1[CH2:23][CH2:22][NH:21][CH2:20][CH2:19]1. (3) The reactants are: [Cl:1][C:2]1[CH:7]=[C:6]([C:8](OC)=[O:9])[CH:5]=[C:4]([Cl:12])[C:3]=1[C:13]([O:15][CH3:16])=[O:14].[BH4-].[Na+].CO. Given the product [Cl:1][C:2]1[CH:7]=[C:6]([CH2:8][OH:9])[CH:5]=[C:4]([Cl:12])[C:3]=1[C:13]([O:15][CH3:16])=[O:14], predict the reactants needed to synthesize it.